From a dataset of Full USPTO retrosynthesis dataset with 1.9M reactions from patents (1976-2016). Predict the reactants needed to synthesize the given product. (1) The reactants are: [NH:1]1[C:5]2=[CH:6][N:7]=[CH:8][CH:9]=[C:4]2[CH:3]=[C:2]1[C:10]([O:12][CH2:13][CH3:14])=[O:11].[Br-:15].[Br-].[Br-].[NH+]1C=CC=CC=1.[NH+]1C=CC=CC=1.[NH+]1C=CC=CC=1. Given the product [Br:15][C:3]1[C:4]2[C:5](=[CH:6][N:7]=[CH:8][CH:9]=2)[NH:1][C:2]=1[C:10]([O:12][CH2:13][CH3:14])=[O:11], predict the reactants needed to synthesize it. (2) Given the product [OH:2][C:3]1[CH:4]=[CH:5][C:6]([C:9](=[C:20]2[CH2:21][C:22]([CH3:29])([CH3:28])[CH2:23][C:24]([CH3:27])([CH3:26])[CH2:25]2)[C:10]2[CH:15]=[CH:14][C:13]([NH:16][C:17](=[O:19])[CH3:18])=[CH:12][CH:11]=2)=[CH:7][CH:8]=1, predict the reactants needed to synthesize it. The reactants are: C[O:2][C:3]1[CH:8]=[CH:7][C:6]([C:9](=[C:20]2[CH2:25][C:24]([CH3:27])([CH3:26])[CH2:23][C:22]([CH3:29])([CH3:28])[CH2:21]2)[C:10]2[CH:15]=[CH:14][C:13]([NH:16][C:17](=[O:19])[CH3:18])=[CH:12][CH:11]=2)=[CH:5][CH:4]=1.B(Br)(Br)Br. (3) Given the product [N:1]1([CH2:10][C:11]2[CH:12]=[CH:13][C:14]([C:15]([NH:37][C:38]3[CH:43]=[CH:42][CH:41]=[CH:40][C:39]=3[NH2:44])=[O:17])=[CH:18][CH:19]=2)[C:5]2[CH:6]=[CH:7][CH:8]=[CH:9][C:4]=2[N:3]=[CH:2]1, predict the reactants needed to synthesize it. The reactants are: [N:1]1([CH2:10][C:11]2[CH:19]=[CH:18][C:14]([C:15]([OH:17])=O)=[CH:13][CH:12]=2)[C:5]2[CH:6]=[CH:7][CH:8]=[CH:9][C:4]=2[N:3]=[CH:2]1.C1CN([P+](O[N:37]2N=[N:44][C:39]3[CH:40]=[CH:41][CH:42]=[CH:43][C:38]2=3)(N2CCCC2)N2CCCC2)CC1.F[P-](F)(F)(F)(F)F.C1(N)C=CC=CC=1N.CCN(CC)CC.